This data is from Reaction yield outcomes from USPTO patents with 853,638 reactions. The task is: Predict the reaction yield, written as a fraction of the theoretical maximum amount of product (1.0 means a 100% yield; for example, 0.34 means a 34% yield). (1) The reactants are ClC(Cl)(Cl)[C:3]([C:5]1[NH:6][C:7]2[CH2:8][CH2:9][CH2:10][CH2:11][C:12]=2[CH:13]=1)=[O:4].[O-][CH2:17][CH3:18].[Na+].C([OH:22])C. No catalyst specified. The product is [NH:6]1[C:7]2[CH2:8][CH2:9][CH2:10][CH2:11][C:12]=2[CH:13]=[C:5]1[C:3]([O:4][CH2:17][CH3:18])=[O:22]. The yield is 1.00. (2) The reactants are [CH3:1][C:2]1[O:6][N:5]=[C:4]([C:7]2[CH:12]=[CH:11][CH:10]=[CH:9][CH:8]=2)[C:3]=1[CH2:13][O:14][C:15]1[CH:16]=[C:17]([CH:21]=[CH:22][N:23]=1)[C:18]([OH:20])=O.[NH2:24][CH:25]1[CH2:30][CH2:29][O:28][CH2:27][CH2:26]1. No catalyst specified. The product is [CH3:1][C:2]1[O:6][N:5]=[C:4]([C:7]2[CH:8]=[CH:9][CH:10]=[CH:11][CH:12]=2)[C:3]=1[CH2:13][O:14][C:15]1[CH:16]=[C:17]([CH:21]=[CH:22][N:23]=1)[C:18]([NH:24][CH:25]1[CH2:30][CH2:29][O:28][CH2:27][CH2:26]1)=[O:20]. The yield is 0.620. (3) The reactants are [NH2:1][C:2](=[O:42])[CH2:3][C:4]1[C:5]([CH2:10][CH2:11][C:12]2[C:17]([C:18]([F:21])([F:20])[F:19])=[CH:16][N:15]=[C:14]([NH:22][C:23]3[CH:28]=[CH:27][C:26]([CH:29]4[CH2:34][CH2:33][N:32](C(OC(C)(C)C)=O)[CH2:31][CH2:30]4)=[CH:25][CH:24]=3)[N:13]=2)=[N:6][CH:7]=[CH:8][N:9]=1.C(O)(C(F)(F)F)=O. The catalyst is C(Cl)Cl. The product is [NH:32]1[CH2:31][CH2:30][CH:29]([C:26]2[CH:27]=[CH:28][C:23]([NH:22][C:14]3[N:13]=[C:12]([CH2:11][CH2:10][C:5]4[C:4]([CH2:3][C:2]([NH2:1])=[O:42])=[N:9][CH:8]=[CH:7][N:6]=4)[C:17]([C:18]([F:20])([F:19])[F:21])=[CH:16][N:15]=3)=[CH:24][CH:25]=2)[CH2:34][CH2:33]1. The yield is 0.850. (4) The reactants are [CH2:1]([C:5]1[N:6]=[C:7]([CH3:27])[NH:8][C:9](=[O:26])[C:10]=1[CH2:11][C:12]1[CH:17]=[CH:16][C:15]([C:18]2[C:19]([C:24]#[N:25])=[CH:20][CH:21]=[CH:22][CH:23]=2)=[CH:14][CH:13]=1)[CH2:2][CH2:3][CH3:4].C(=O)([O-])[O-].[K+].[K+].Cl[CH2:35][N:36]1[C:40]2[CH:41]=[CH:42][CH:43]=[CH:44][C:39]=2[N:38]=[N:37]1.CN(C)C=O. The catalyst is C(OCC)(=O)C. The product is [N:36]1([CH2:35][N:8]2[C:9](=[O:26])[C:10]([CH2:11][C:12]3[CH:17]=[CH:16][C:15]([C:18]4[C:19]([C:24]#[N:25])=[CH:20][CH:21]=[CH:22][CH:23]=4)=[CH:14][CH:13]=3)=[C:5]([CH2:1][CH2:2][CH2:3][CH3:4])[N:6]=[C:7]2[CH3:27])[C:40]2[CH:41]=[CH:42][CH:43]=[CH:44][C:39]=2[N:38]=[N:37]1. The yield is 0.330. (5) The reactants are [H-].[Na+].CS(C)=O.[NH2:7][C:8]1[CH:13]=[CH:12][C:11]([OH:14])=[CH:10][C:9]=1[N+:15]([O-:17])=[O:16].Cl[C:19]1[C:28]2[C:23](=[CH:24][C:25]([O:31][CH3:32])=[C:26]([O:29][CH3:30])[CH:27]=2)[N:22]=[CH:21][N:20]=1. The catalyst is O. The product is [CH3:30][O:29][C:26]1[CH:27]=[C:28]2[C:23](=[CH:24][C:25]=1[O:31][CH3:32])[N:22]=[CH:21][N:20]=[C:19]2[O:14][C:11]1[CH:12]=[CH:13][C:8]([NH2:7])=[C:9]([N+:15]([O-:17])=[O:16])[CH:10]=1. The yield is 0.640.